Task: Predict the reaction yield, written as a fraction of the theoretical maximum amount of product (1.0 means a 100% yield; for example, 0.34 means a 34% yield).. Dataset: Reaction yield outcomes from USPTO patents with 853,638 reactions (1) The reactants are [Cl:1][C:2]1[CH:24]=[CH:23][C:5]([CH2:6][C:7]2[N:8]=[C:9]([C:17]3[CH:22]=[CH:21][N:20]=[CH:19][CH:18]=3)[S:10][C:11]=2[C:12]([O:14][CH2:15]C)=[O:13])=[CH:4][CH:3]=1.C1C=C(Cl)C=C(C(OO)=[O:33])C=1.C(Cl)Cl.C(=O)(O)[O-].[Na+]. The catalyst is CN(C=O)C. The product is [Cl:1][C:2]1[CH:24]=[CH:23][C:5]([CH2:6][C:7]2[N:8]=[C:9]([C:17]3[CH:22]=[CH:21][N+:20]([O-:33])=[CH:19][CH:18]=3)[S:10][C:11]=2[C:12]([O:14][CH3:15])=[O:13])=[CH:4][CH:3]=1. The yield is 1.00. (2) The reactants are [NH2:1][C:2]1[N:6]([C:7]2[CH:12]=[CH:11][CH:10]=[C:9]([N+:13]([O-:15])=[O:14])[CH:8]=2)[N:5]=[C:4]([CH2:16][CH3:17])[C:3]=1[C:18]([OH:20])=O.N1C=CC=N1.O=S(Cl)Cl.Cl.[NH2:31][CH2:32][C:33]([C:35]1[CH:40]=[CH:39][CH:38]=[CH:37][CH:36]=1)=O.C(N(CC)CC)C. The catalyst is ClCCl. The product is [CH2:16]([C:4]1[C:3]2[C:18](=[O:20])[NH:31][CH2:32][C:33]([C:35]3[CH:40]=[CH:39][CH:38]=[CH:37][CH:36]=3)=[N:1][C:2]=2[N:6]([C:7]2[CH:12]=[CH:11][CH:10]=[C:9]([N+:13]([O-:15])=[O:14])[CH:8]=2)[N:5]=1)[CH3:17]. The yield is 0.0300. (3) The reactants are [CH3:1][S:2]([CH2:5][CH2:6][CH2:7][O:8][C:9]1[CH:10]=[C:11]2[C:15](=[C:16]([N+:18]([O-])=O)[CH:17]=1)[NH:14][C:13]([C:21]([O:23][CH2:24][CH3:25])=[O:22])=[CH:12]2)(=[O:4])=[O:3]. The catalyst is [C].[Pd].O1CCCC1. The product is [NH2:18][C:16]1[CH:17]=[C:9]([O:8][CH2:7][CH2:6][CH2:5][S:2]([CH3:1])(=[O:4])=[O:3])[CH:10]=[C:11]2[C:15]=1[NH:14][C:13]([C:21]([O:23][CH2:24][CH3:25])=[O:22])=[CH:12]2. The yield is 0.780. (4) The reactants are [Br:1][C:2]1[CH:7]=[CH:6][C:5]([C@@H:8]([N:10]([CH2:18][CH2:19][CH2:20][CH:21]([OH:28])[C:22]2[CH:27]=[CH:26][CH:25]=[CH:24][CH:23]=2)[C:11](=[O:17])[O:12][C:13]([CH3:16])([CH3:15])[CH3:14])[CH3:9])=[CH:4][CH:3]=1.CC(OI1(OC(C)=O)(OC(C)=O)OC(=O)C2C=CC=CC1=2)=O.C([O-])(O)=O.[Na+].[O-]S([O-])(=S)=O.[Na+].[Na+]. The catalyst is C(Cl)Cl. The product is [Br:1][C:2]1[CH:3]=[CH:4][C:5]([C@@H:8]([N:10]([CH2:18][CH2:19][CH2:20][C:21](=[O:28])[C:22]2[CH:23]=[CH:24][CH:25]=[CH:26][CH:27]=2)[C:11](=[O:17])[O:12][C:13]([CH3:16])([CH3:15])[CH3:14])[CH3:9])=[CH:6][CH:7]=1. The yield is 0.720.